From a dataset of Full USPTO retrosynthesis dataset with 1.9M reactions from patents (1976-2016). Predict the reactants needed to synthesize the given product. The reactants are: [Cl:1][C:2]1[CH:3]=[C:4]([C:24](O)=[O:25])[C:5]([C:17]2[CH:22]=[CH:21][CH:20]=[C:19]([F:23])[CH:18]=2)=[C:6](/[N:10]=[N:11]/[N:12]([CH2:15][CH3:16])[CH2:13][CH3:14])[C:7]=1[C:8]#[CH:9].C(N(CC)C(C)C)(C)C.F[P-](F)(F)(F)(F)F.[N:43]1([O:52][C:53](N(C)C)=[N+](C)C)[C:47]2C=CC=CC=2N=N1.Cl.CNOC.Cl. Given the product [Cl:1][C:2]1[CH:3]=[C:4]([C:24]([N:43]([O:52][CH3:53])[CH3:47])=[O:25])[C:5]([C:17]2[CH:22]=[CH:21][CH:20]=[C:19]([F:23])[CH:18]=2)=[C:6](/[N:10]=[N:11]/[N:12]([CH2:15][CH3:16])[CH2:13][CH3:14])[C:7]=1[C:8]#[CH:9], predict the reactants needed to synthesize it.